From a dataset of Catalyst prediction with 721,799 reactions and 888 catalyst types from USPTO. Predict which catalyst facilitates the given reaction. (1) Reactant: [Br:1][C:2]1[CH:3]=[CH:4][C:5]([OH:8])=[N:6][CH:7]=1.[CH3:9][C:10]([CH3:13])([O-])[CH3:11].[K+].BrCC1CC1. Product: [Br:1][C:2]1[CH:3]=[CH:4][C:5](=[O:8])[N:6]([CH2:9][CH:10]2[CH2:13][CH2:11]2)[CH:7]=1. The catalyst class is: 31. (2) Reactant: [CH:1]1([CH:4]([N:8]2[CH:13]=[CH:12][C:11]([O:14][CH3:15])=[C:10]([C:16]#[N:17])[C:9]2=[O:18])[CH:5]([CH3:7])[CH3:6])[CH2:3][CH2:2]1.[Br:19]N1C(=O)CCC1=O.C(=O)([O-])O.[Na+]. Product: [Br:19][C:12]1[C:11]([O:14][CH3:15])=[C:10]([C:16]#[N:17])[C:9](=[O:18])[N:8]([CH:4]([CH:1]2[CH2:2][CH2:3]2)[CH:5]([CH3:7])[CH3:6])[CH:13]=1. The catalyst class is: 9. (3) Reactant: [H-].[Al+3].[Li+].[H-].[H-].[H-].[CH2:7]([N:14]1[C:18](=O)[CH2:17][CH:16]([C:20]2[C:28]3[C:27]4[CH:29]=[CH:30][CH2:31][O:32][C:26]=4[CH:25]=[CH:24][C:23]=3[NH:22][CH:21]=2)[C:15]1=O)[C:8]1[CH:13]=[CH:12][CH:11]=[CH:10][CH:9]=1. Product: [CH2:7]([N:14]1[CH2:18][CH2:17][CH:16]([C:20]2[C:28]3[C:27]4[CH:29]=[CH:30][CH2:31][O:32][C:26]=4[CH:25]=[CH:24][C:23]=3[NH:22][CH:21]=2)[CH2:15]1)[C:8]1[CH:9]=[CH:10][CH:11]=[CH:12][CH:13]=1. The catalyst class is: 464. (4) Reactant: C([O:3][CH:4](OCC)[CH2:5][CH2:6][NH:7][C:8]([C:10]1[CH:14]=[C:13]([C:15]2[CH:20]=[C:19]([O:21][C:22]3[CH:27]=[CH:26][C:25]([NH:28][C:29]([NH:31][C:32]4[CH:37]=[C:36]([CH3:38])[CH:35]=[CH:34][C:33]=4[F:39])=[O:30])=[CH:24][CH:23]=3)[CH:18]=[CH:17][N:16]=2)[NH:12][CH:11]=1)=[O:9])C.Cl.O. Product: [F:39][C:33]1[CH:34]=[CH:35][C:36]([CH3:38])=[CH:37][C:32]=1[NH:31][C:29]([NH:28][C:25]1[CH:24]=[CH:23][C:22]([O:21][C:19]2[CH:18]=[CH:17][N:16]=[C:15]([C:13]3[NH:12][CH:11]=[C:10]([C:8]([NH:7][CH2:6][CH2:5][CH:4]=[O:3])=[O:9])[CH:14]=3)[CH:20]=2)=[CH:27][CH:26]=1)=[O:30]. The catalyst class is: 1.